Predict the product of the given reaction. From a dataset of Forward reaction prediction with 1.9M reactions from USPTO patents (1976-2016). Given the reactants [CH:1]1([C:17]([O:19]C)=[O:18])[CH:4]([C:5]([O:7]C)=[O:6])[CH:3]([C:9]([O:11]C)=[O:10])[CH:2]1[C:13]([O:15]C)=[O:14], predict the reaction product. The product is: [CH:2]1([C:13]([OH:15])=[O:14])[CH:1]([C:17]([OH:19])=[O:18])[CH:4]([C:5]([OH:7])=[O:6])[CH:3]1[C:9]([OH:11])=[O:10].